This data is from Full USPTO retrosynthesis dataset with 1.9M reactions from patents (1976-2016). The task is: Predict the reactants needed to synthesize the given product. (1) Given the product [F:1][C:2]1[C:25]([OH:26])=[CH:24][C:5]2[NH:6][C:7]([C:9]3[C:21]4[C:20]5[C:15](=[CH:16][CH:17]=[CH:18][CH:19]=5)[CH:14]([NH2:22])[C:13]=4[CH:12]=[CH:11][CH:10]=3)=[N:8][C:4]=2[CH:3]=1, predict the reactants needed to synthesize it. The reactants are: [F:1][C:2]1[C:25]([OH:26])=[CH:24][C:5]2[NH:6][C:7]([C:9]3[C:21]4[C:20]5[C:15](=[CH:16][CH:17]=[CH:18][CH:19]=5)[C:14](=[N:22]O)[C:13]=4[CH:12]=[CH:11][CH:10]=3)=[N:8][C:4]=2[CH:3]=1.C(O)(=O)C. (2) Given the product [CH3:98][C@H:99]1[O:104][C@@H:103]([O:105][C@@H:106]2[CH2:111][C@H:110]3[CH2:112][CH2:113][C@H:114]4[C@@:119]5([OH:129])[CH2:120][CH2:121][C@H:122]([C:123]6[CH2:128][O:127][C:125](=[O:126])[CH:124]=6)[C@@:118]5([CH3:130])[C@H:117]([OH:131])[CH2:116][C@@H:115]4[C@@:109]3([CH3:132])[CH2:108][CH2:107]2)[CH2:102][C@H:101]([OH:133])[C@@H:100]1[O:134][C@@H:135]1[O:140][C@H:139]([CH3:141])[C@@H:138]([O:142][C@@H:143]2[O:148][C@H:147]([CH3:149])[C@@H:146]([O:150][C@@H:151]3[O:156][C@H:155]([CH2:157][OH:158])[C@@H:154]([OH:159])[C@H:153]([OH:160])[C@H:152]3[OH:161])[C@@H:145]([OH:162])[CH2:144]2)[C@@H:137]([OH:166])[CH2:136]1, predict the reactants needed to synthesize it. The reactants are: C[C@@H]1O[C@@H](OC[C@H]2O[C@@H](OC3C(=O)C4C(O)=CC(O)=CC=4OC=3C3C=CC(O)=C(O)C=3)[C@H](O)[C@@H](O)[C@@H]2O)[C@H](O)[C@H](O)[C@H]1O.C[C@H]1O[C@@H](O[C@H]2[C@@H](O)C[C@H](O[C@H]3[C@@H](O)C[C@H](O[C@@H]4C[C@H]5CC[C@H]6[C@@]7(O)CC[C@H](C8COC(=O)C=8)[C@@]7(C)CC[C@@H]6[C@@]5(C)CC4)O[C@@H]3C)O[C@@H]2C)C[C@H](O)[C@@H]1O.[CH3:98][C@H:99]1[O:104][C@@H:103]([O:105][C@@H:106]2[CH2:111][C@H:110]3[CH2:112][CH2:113][C@H:114]4[C@@:119]5([OH:129])[CH2:120][CH2:121][C@H:122]([C:123]6[CH2:128][O:127][C:125](=[O:126])[CH:124]=6)[C@@:118]5([CH3:130])[C@H:117]([OH:131])[CH2:116][C@@H:115]4[C@@:109]3([CH3:132])[CH2:108][CH2:107]2)[CH2:102][C@H:101]([OH:133])[C@@H:100]1[O:134][C@@H:135]1[O:140][C@H:139]([CH3:141])[C@@H:138]([O:142][C@@H:143]2[O:148][C@H:147]([CH3:149])[C@@H:146]([O:150][C@@H:151]3[O:156][C@H:155]([CH2:157][OH:158])[C@@H:154]([OH:159])[C@H:153]([OH:160])[C@H:152]3[OH:161])[C@@H:145]([O:162]C(C)=O)[CH2:144]2)[C@@H:137]([OH:166])[CH2:136]1. (3) The reactants are: [CH2:1]([O:3][C:4]([C:6]1[CH:7]=[N:8][C:9]2[C:14]([C:15]=1[NH:16][CH2:17][C:18]1[CH:23]=[CH:22][C:21]([O:24][CH3:25])=[C:20]([Cl:26])[CH:19]=1)=[CH:13][C:12]([Br:27])=[CH:11][C:10]=2[CH2:28][O:29]C(=O)C)=[O:5])[CH3:2].C(=O)([O-])[O-].[K+].[K+]. Given the product [CH2:1]([O:3][C:4]([C:6]1[CH:7]=[N:8][C:9]2[C:14]([C:15]=1[NH:16][CH2:17][C:18]1[CH:23]=[CH:22][C:21]([O:24][CH3:25])=[C:20]([Cl:26])[CH:19]=1)=[CH:13][C:12]([Br:27])=[CH:11][C:10]=2[CH2:28][OH:29])=[O:5])[CH3:2], predict the reactants needed to synthesize it. (4) Given the product [CH3:1][O:2][C:3]1[CH:8]=[C:7]([C:9]2[CH:14]=[N:13][CH:12]=[C:11]3[N:15]([CH3:18])[N:16]=[CH:17][C:10]=23)[CH:6]=[CH:5][C:4]=1[NH:19][C:21]([NH:20][C:23]1[CH:28]=[CH:27][CH:26]=[C:25]([C:29]([F:30])([F:31])[F:32])[CH:24]=1)=[O:22], predict the reactants needed to synthesize it. The reactants are: [CH3:1][O:2][C:3]1[CH:8]=[C:7]([C:9]2[CH:14]=[N:13][CH:12]=[C:11]3[N:15]([CH3:18])[N:16]=[CH:17][C:10]=23)[CH:6]=[CH:5][C:4]=1[NH2:19].[N:20]([C:23]1[CH:28]=[CH:27][CH:26]=[C:25]([C:29]([F:32])([F:31])[F:30])[CH:24]=1)=[C:21]=[O:22].